This data is from Forward reaction prediction with 1.9M reactions from USPTO patents (1976-2016). The task is: Predict the product of the given reaction. (1) Given the reactants [H-].C([Al+]CC(C)C)C(C)C.[CH3:11][N:12]([CH3:25])[C:13]1[CH:14]=[C:15]([CH:18]=[C:19]([C:21]([F:24])([F:23])[F:22])[CH:20]=1)[C:16]#N.C(C(C(C([O-])=O)O)O)([O-])=[O:27].[K+].[Na+], predict the reaction product. The product is: [CH3:11][N:12]([CH3:25])[C:13]1[CH:14]=[C:15]([CH:18]=[C:19]([C:21]([F:24])([F:23])[F:22])[CH:20]=1)[CH:16]=[O:27]. (2) Given the reactants [Si]([O:8][CH2:9][CH2:10][CH2:11][CH2:12][C:13]([C:36]1[CH:41]=[C:40]([F:42])[CH:39]=[CH:38][C:37]=1[F:43])([CH2:24][CH2:25][CH2:26][CH2:27][O:28][Si](C(C)(C)C)(C)C)[S:14]([C:17]1[CH:22]=[CH:21][C:20]([Cl:23])=[CH:19][CH:18]=1)(=[O:16])=[O:15])(C(C)(C)C)(C)C.[F-].C([N+](CCCC)(CCCC)CCCC)CCC, predict the reaction product. The product is: [Cl:23][C:20]1[CH:21]=[CH:22][C:17]([S:14]([C:13]([C:36]2[CH:41]=[C:40]([F:42])[CH:39]=[CH:38][C:37]=2[F:43])([CH2:12][CH2:11][CH2:10][CH2:9][OH:8])[CH2:24][CH2:25][CH2:26][CH2:27][OH:28])(=[O:16])=[O:15])=[CH:18][CH:19]=1. (3) The product is: [C:1]([C:5]1[N:10]=[CH:9][C:8]([C:11]2[N:12]([C:32]([N:34]3[CH2:39][CH2:38][CH:37]([CH2:40][C:41]([NH:53][CH2:52][C:51]4[CH:54]=[CH:55][C:48]([F:47])=[C:49]([CH3:56])[CH:50]=4)=[O:42])[CH2:36][CH2:35]3)=[O:33])[C@@:13]([C:25]3[CH:30]=[CH:29][C:28]([Cl:31])=[CH:27][CH:26]=3)([CH3:24])[C@@:14]([C:17]3[CH:18]=[CH:19][C:20]([Cl:23])=[CH:21][CH:22]=3)([CH3:16])[N:15]=2)=[C:7]([O:44][CH2:45][CH3:46])[CH:6]=1)([CH3:2])([CH3:3])[CH3:4]. Given the reactants [C:1]([C:5]1[N:10]=[CH:9][C:8]([C:11]2[N:12]([C:32]([N:34]3[CH2:39][CH2:38][CH:37]([CH2:40][C:41](O)=[O:42])[CH2:36][CH2:35]3)=[O:33])[C@@:13]([C:25]3[CH:30]=[CH:29][C:28]([Cl:31])=[CH:27][CH:26]=3)([CH3:24])[C@@:14]([C:17]3[CH:22]=[CH:21][C:20]([Cl:23])=[CH:19][CH:18]=3)([CH3:16])[N:15]=2)=[C:7]([O:44][CH2:45][CH3:46])[CH:6]=1)([CH3:4])([CH3:3])[CH3:2].[F:47][C:48]1[CH:55]=[CH:54][C:51]([CH2:52][NH2:53])=[CH:50][C:49]=1[CH3:56], predict the reaction product. (4) The product is: [C:1]([C:5]1[C:6]2[CH:12]([C:13]3[CH:18]=[CH:17][CH:16]=[CH:15][C:14]=3[O:19][CH3:20])[N:11]([C:21]3[CH:26]=[CH:25][C:24]([C:27]4[O:31][N:30]=[C:29]([C:32]([OH:34])=[O:33])[CH:28]=4)=[CH:23][CH:22]=3)[C:10](=[O:37])[C:7]=2[NH:8][N:9]=1)([CH3:4])([CH3:2])[CH3:3]. Given the reactants [C:1]([C:5]1[C:6]2[CH:12]([C:13]3[CH:18]=[CH:17][CH:16]=[CH:15][C:14]=3[O:19][CH3:20])[N:11]([C:21]3[CH:26]=[CH:25][C:24]([C:27]4[O:31][N:30]=[C:29]([C:32]([O:34]CC)=[O:33])[CH:28]=4)=[CH:23][CH:22]=3)[C:10](=[O:37])[C:7]=2[NH:8][N:9]=1)([CH3:4])([CH3:3])[CH3:2].CO.[OH-].[Na+].Cl, predict the reaction product.